This data is from Catalyst prediction with 721,799 reactions and 888 catalyst types from USPTO. The task is: Predict which catalyst facilitates the given reaction. (1) Reactant: C([N:8]1[CH2:12][CH2:11][C:10]([C:14]2[CH:19]=[CH:18][C:17]([F:20])=[C:16]([F:21])[CH:15]=2)([OH:13])[CH2:9]1)C1C=CC=CC=1.C([SiH](CC)CC)C. Product: [F:21][C:16]1[CH:15]=[C:14]([C:10]2([OH:13])[CH2:11][CH2:12][NH:8][CH2:9]2)[CH:19]=[CH:18][C:17]=1[F:20]. The catalyst class is: 43. (2) Reactant: Br[CH2:2][C:3]1[C:4]([Cl:11])=[N:5][C:6]([Cl:10])=[C:7]([F:9])[CH:8]=1.[CH:12]([C:14]1[CH:19]=[CH:18][CH:17]=[CH:16][C:15]=1[NH:20][C:21](=[O:23])[CH3:22])=[CH2:13].[H-].[Na+].O. Product: [Cl:11][C:4]1[C:3]([CH2:2][N:20]([C:15]2[CH:16]=[CH:17][CH:18]=[CH:19][C:14]=2[CH:12]=[CH2:13])[C:21](=[O:23])[CH3:22])=[CH:8][C:7]([F:9])=[C:6]([Cl:10])[N:5]=1. The catalyst class is: 3.